This data is from NCI-60 drug combinations with 297,098 pairs across 59 cell lines. The task is: Regression. Given two drug SMILES strings and cell line genomic features, predict the synergy score measuring deviation from expected non-interaction effect. (1) Drug 1: CC1CCC2CC(C(=CC=CC=CC(CC(C(=O)C(C(C(=CC(C(=O)CC(OC(=O)C3CCCCN3C(=O)C(=O)C1(O2)O)C(C)CC4CCC(C(C4)OC)OCCO)C)C)O)OC)C)C)C)OC. Drug 2: CC1C(C(CC(O1)OC2CC(OC(C2O)C)OC3=CC4=CC5=C(C(=O)C(C(C5)C(C(=O)C(C(C)O)O)OC)OC6CC(C(C(O6)C)O)OC7CC(C(C(O7)C)O)OC8CC(C(C(O8)C)O)(C)O)C(=C4C(=C3C)O)O)O)O. Cell line: ACHN. Synergy scores: CSS=57.7, Synergy_ZIP=-4.11, Synergy_Bliss=-0.560, Synergy_Loewe=-2.59, Synergy_HSA=0.665. (2) Drug 1: CC(CN1CC(=O)NC(=O)C1)N2CC(=O)NC(=O)C2. Drug 2: CC1=CC2C(CCC3(C2CCC3(C(=O)C)OC(=O)C)C)C4(C1=CC(=O)CC4)C. Cell line: HOP-92. Synergy scores: CSS=8.14, Synergy_ZIP=-1.26, Synergy_Bliss=-3.47, Synergy_Loewe=-13.8, Synergy_HSA=-11.3. (3) Drug 1: CC(C)NC(=O)C1=CC=C(C=C1)CNNC.Cl. Drug 2: CC1=C(C(=O)C2=C(C1=O)N3CC4C(C3(C2COC(=O)N)OC)N4)N. Cell line: SK-OV-3. Synergy scores: CSS=7.25, Synergy_ZIP=-4.30, Synergy_Bliss=-10.2, Synergy_Loewe=-72.6, Synergy_HSA=-10.3. (4) Drug 1: CC(C1=C(C=CC(=C1Cl)F)Cl)OC2=C(N=CC(=C2)C3=CN(N=C3)C4CCNCC4)N. Drug 2: COCCOC1=C(C=C2C(=C1)C(=NC=N2)NC3=CC=CC(=C3)C#C)OCCOC.Cl. Cell line: ACHN. Synergy scores: CSS=32.2, Synergy_ZIP=5.37, Synergy_Bliss=6.71, Synergy_Loewe=5.44, Synergy_HSA=8.23. (5) Drug 1: C1=CN(C(=O)N=C1N)C2C(C(C(O2)CO)O)O.Cl. Drug 2: CC1CCCC2(C(O2)CC(NC(=O)CC(C(C(=O)C(C1O)C)(C)C)O)C(=CC3=CSC(=N3)C)C)C. Cell line: HOP-62. Synergy scores: CSS=53.5, Synergy_ZIP=-3.79, Synergy_Bliss=-4.38, Synergy_Loewe=0.979, Synergy_HSA=3.54. (6) Drug 1: CCC1(CC2CC(C3=C(CCN(C2)C1)C4=CC=CC=C4N3)(C5=C(C=C6C(=C5)C78CCN9C7C(C=CC9)(C(C(C8N6C=O)(C(=O)OC)O)OC(=O)C)CC)OC)C(=O)OC)O.OS(=O)(=O)O. Drug 2: CCC(=C(C1=CC=CC=C1)C2=CC=C(C=C2)OCCN(C)C)C3=CC=CC=C3.C(C(=O)O)C(CC(=O)O)(C(=O)O)O. Cell line: HCC-2998. Synergy scores: CSS=52.8, Synergy_ZIP=3.80, Synergy_Bliss=6.48, Synergy_Loewe=-19.7, Synergy_HSA=5.38. (7) Drug 1: CS(=O)(=O)CCNCC1=CC=C(O1)C2=CC3=C(C=C2)N=CN=C3NC4=CC(=C(C=C4)OCC5=CC(=CC=C5)F)Cl. Drug 2: CCC1(CC2CC(C3=C(CCN(C2)C1)C4=CC=CC=C4N3)(C5=C(C=C6C(=C5)C78CCN9C7C(C=CC9)(C(C(C8N6C)(C(=O)OC)O)OC(=O)C)CC)OC)C(=O)OC)O.OS(=O)(=O)O. Cell line: BT-549. Synergy scores: CSS=4.63, Synergy_ZIP=2.65, Synergy_Bliss=7.73, Synergy_Loewe=2.97, Synergy_HSA=3.82. (8) Drug 1: C1CN1C2=NC(=NC(=N2)N3CC3)N4CC4. Drug 2: CN(CCCl)CCCl.Cl. Cell line: T-47D. Synergy scores: CSS=38.7, Synergy_ZIP=-14.2, Synergy_Bliss=-5.66, Synergy_Loewe=-6.58, Synergy_HSA=-1.78.